Dataset: Forward reaction prediction with 1.9M reactions from USPTO patents (1976-2016). Task: Predict the product of the given reaction. (1) Given the reactants [CH2:1]([C:3]1[CH:8]=[CH:7][C:6]([C@H:9]2[CH2:14][C@@H:13]([C:15]([F:18])([F:17])[F:16])[N:12]3[N:19]=[CH:20][C:21]([C:22](O)=[O:23])=[C:11]3[NH:10]2)=[CH:5][CH:4]=1)[CH3:2].CN(C(ON1N=NC2C=CC=NC1=2)=[N+](C)C)C.F[P-](F)(F)(F)(F)F.C(N(CC)C(C)C)(C)C.[Cl:58][C:59]1[CH:64]=[CH:63][CH:62]=[CH:61][C:60]=1[CH2:65][NH2:66], predict the reaction product. The product is: [Cl:58][C:59]1[CH:64]=[CH:63][CH:62]=[CH:61][C:60]=1[CH2:65][NH:66][C:22]([C:21]1[CH:20]=[N:19][N:12]2[C@H:13]([C:15]([F:16])([F:18])[F:17])[CH2:14][C@H:9]([C:6]3[CH:5]=[CH:4][C:3]([CH2:1][CH3:2])=[CH:8][CH:7]=3)[NH:10][C:11]=12)=[O:23]. (2) Given the reactants [CH3:1][N:2]([CH3:24])[C:3]([C:5]1[CH:22]=[C:21]([OH:23])[C:8]2[N:9]=[C:10]([CH3:20])[N:11]([CH2:12][O:13][CH2:14][CH2:15][Si:16]([CH3:19])([CH3:18])[CH3:17])[C:7]=2[CH:6]=1)=[O:4].[C:25](=[O:28])([O-])O.[Na+].[CH3:30][C:31]1[CH:36]=[CH:35][CH:34]=[CH:33][C:32]=1C(N1CCCC1)=C.[C:44](O)(=O)/[CH:45]=C/C(O)=O, predict the reaction product. The product is: [CH3:24][N:2]([CH3:1])[C:3]([C:5]1[C:22]([CH2:44][CH2:45][C:25](=[O:28])[C:32]2[CH:33]=[CH:34][CH:35]=[CH:36][C:31]=2[CH3:30])=[C:21]([OH:23])[C:8]2[N:9]=[C:10]([CH3:20])[N:11]([CH2:12][O:13][CH2:14][CH2:15][Si:16]([CH3:17])([CH3:18])[CH3:19])[C:7]=2[CH:6]=1)=[O:4]. (3) Given the reactants [CH3:1][O:2][C:3]1[CH:4]=[CH:5][C:6]2[C:12]([C:13]3[CH:18]=[CH:17][CH:16]=[CH:15][CH:14]=3)=[N:11][CH2:10][C:9](=[O:19])[NH:8][C:7]=2[CH:20]=1.[H-].[Na+].I[CH3:24].O, predict the reaction product. The product is: [CH3:1][O:2][C:3]1[CH:4]=[CH:5][C:6]2[C:12]([C:13]3[CH:18]=[CH:17][CH:16]=[CH:15][CH:14]=3)=[N:11][CH2:10][C:9](=[O:19])[N:8]([CH3:24])[C:7]=2[CH:20]=1.